Task: Predict the product of the given reaction.. Dataset: Forward reaction prediction with 1.9M reactions from USPTO patents (1976-2016) The product is: [CH3:1][O:2][C:3](=[O:12])[C:4]1[CH:9]=[CH:8][C:7]([O:23][C:16]2[CH:17]=[CH:18][CH:19]=[CH:20][C:15]=2[CH2:13][CH3:14])=[CH:6][C:5]=1[Br:11]. Given the reactants [CH3:1][O:2][C:3](=[O:12])[C:4]1[CH:9]=[CH:8][C:7](F)=[CH:6][C:5]=1[Br:11].[CH2:13]([C:15]1[CH:20]=[CH:19][C:18](O)=[CH:17][CH:16]=1)[CH3:14].C(=O)([O-])[O-:23].[K+].[K+].[Cl-].[NH4+], predict the reaction product.